The task is: Predict the product of the given reaction.. This data is from Forward reaction prediction with 1.9M reactions from USPTO patents (1976-2016). Given the reactants [O:1]=[C:2]([CH2:9][CH2:10][CH3:11])[CH2:3][C:4]([O:6][CH2:7][CH3:8])=[O:5].S(Cl)([Cl:15])(=O)=O, predict the reaction product. The product is: [Cl:15][CH:3]([C:2](=[O:1])[CH2:9][CH2:10][CH3:11])[C:4]([O:6][CH2:7][CH3:8])=[O:5].